Dataset: NCI-60 drug combinations with 297,098 pairs across 59 cell lines. Task: Regression. Given two drug SMILES strings and cell line genomic features, predict the synergy score measuring deviation from expected non-interaction effect. Drug 1: COC1=CC(=CC(=C1O)OC)C2C3C(COC3=O)C(C4=CC5=C(C=C24)OCO5)OC6C(C(C7C(O6)COC(O7)C8=CC=CS8)O)O. Drug 2: CC1=C(C=C(C=C1)NC(=O)C2=CC=C(C=C2)CN3CCN(CC3)C)NC4=NC=CC(=N4)C5=CN=CC=C5. Cell line: UO-31. Synergy scores: CSS=14.5, Synergy_ZIP=-3.53, Synergy_Bliss=3.98, Synergy_Loewe=-5.91, Synergy_HSA=1.83.